From a dataset of Forward reaction prediction with 1.9M reactions from USPTO patents (1976-2016). Predict the product of the given reaction. (1) Given the reactants [NH2:1][C:2]1[CH:3]=[N:4][N:5]([C:7]2[CH:12]=[CH:11][C:10]([CH3:13])=[CH:9][CH:8]=2)[CH:6]=1.C(N(CC)CC)C.Cl[C:22]([O:24][CH2:25][C:26]([Cl:29])([Cl:28])[Cl:27])=[O:23], predict the reaction product. The product is: [Cl:27][C:26]([Cl:29])([Cl:28])[CH2:25][O:24][C:22](=[O:23])[NH:1][C:2]1[CH:3]=[N:4][N:5]([C:7]2[CH:12]=[CH:11][C:10]([CH3:13])=[CH:9][CH:8]=2)[CH:6]=1. (2) Given the reactants [Si]([O:8][C:9]1[CH:14]=[CH:13][CH:12]=[CH:11][C:10]=1[CH2:15][CH2:16][C:17]1[NH:18][C:19]([CH2:39][C:40]([O:42][CH3:43])=[O:41])=[C:20]([C:35]([O:37][CH3:38])=[O:36])[CH:21]([C:27]2[C:32]([Cl:33])=[CH:31][CH:30]=[CH:29][C:28]=2[Cl:34])[C:22]=1[C:23]([O:25][CH3:26])=[O:24])(C(C)(C)C)(C)C.[F-].C([N+](CCCC)(CCCC)CCCC)CCC.O, predict the reaction product. The product is: [Cl:34][C:28]1[CH:29]=[CH:30][CH:31]=[C:32]([Cl:33])[C:27]=1[CH:21]1[C:20]([C:35]([O:37][CH3:38])=[O:36])=[C:19]([CH2:39][C:40]([O:42][CH3:43])=[O:41])[NH:18][C:17]([CH2:16][CH2:15][C:10]2[CH:11]=[CH:12][CH:13]=[CH:14][C:9]=2[OH:8])=[C:22]1[C:23]([O:25][CH3:26])=[O:24]. (3) Given the reactants [F:1][C:2]1[CH:3]=[C:4]2[C:9](=[CH:10][CH:11]=1)[N:8]=[C:7]([C:12]1[CH:17]=[CH:16][CH:15]=[CH:14][C:13]=1[OH:18])[N:6]=[C:5]2[N:19]1[CH2:24][CH2:23][NH:22][CH2:21][CH2:20]1.[O:25]1[CH2:30][CH2:29][CH:28]([CH2:31][C:32](O)=[O:33])[CH2:27][CH2:26]1.C(N(CC)CC)C.CN(C(ON1N=NC2C=CC=NC1=2)=[N+](C)C)C.F[P-](F)(F)(F)(F)F, predict the reaction product. The product is: [F:1][C:2]1[CH:3]=[C:4]2[C:9](=[CH:10][CH:11]=1)[N:8]=[C:7]([C:12]1[CH:17]=[CH:16][CH:15]=[CH:14][C:13]=1[OH:18])[N:6]=[C:5]2[N:19]1[CH2:20][CH2:21][N:22]([C:32](=[O:33])[CH2:31][CH:28]2[CH2:29][CH2:30][O:25][CH2:26][CH2:27]2)[CH2:23][CH2:24]1. (4) Given the reactants [CH3:1][O:2][C:3](=[O:20])[C:4]1[CH:9]=[CH:8][C:7]([C:10](=[O:19])[C:11]2[CH:16]=[CH:15][C:14]([O:17][CH3:18])=[CH:13][CH:12]=2)=[CH:6][CH:5]=1.[Br:21]Br, predict the reaction product. The product is: [CH3:1][O:2][C:3](=[O:20])[C:4]1[CH:5]=[CH:6][C:7]([C:10](=[O:19])[C:11]2[CH:16]=[CH:15][C:14]([O:17][CH3:18])=[C:13]([Br:21])[CH:12]=2)=[CH:8][CH:9]=1. (5) Given the reactants I[C:2]1[CH:7]=[CH:6][C:5]([N+:8]([O-:10])=[O:9])=[CH:4][CH:3]=1.[Cl:11][CH2:12][CH2:13][CH2:14][C:15]#[CH:16], predict the reaction product. The product is: [Cl:11][CH2:12][CH2:13][CH2:14][C:15]#[C:16][C:2]1[CH:7]=[CH:6][C:5]([N+:8]([O-:10])=[O:9])=[CH:4][CH:3]=1. (6) Given the reactants [C:1]([O-:4])(=[O:3])C.[O:5]=[C:6]1[C@@H:9]([NH3+:10])[CH2:8][NH:7]1.[CH3:11]CN(C(C)C)C(C)C.[C:20]([C:28]1[CH:33]=[CH:32][C:31](C2C=CN(C([O-])=O)C(=O)C=2C)=[CH:30][CH:29]=1)(=[O:27])[C:21]1[CH:26]=[CH:25][CH:24]=[CH:23][CH:22]=1, predict the reaction product. The product is: [C:20]([C:28]1[CH:33]=[CH:32][C:31]([O:4][C:1](=[O:3])[N:10]([CH3:11])[C@H:9]2[CH2:8][NH:7][C:6]2=[O:5])=[CH:30][CH:29]=1)(=[O:27])[C:21]1[CH:26]=[CH:25][CH:24]=[CH:23][CH:22]=1. (7) The product is: [CH:9]([O:8][C:6]1[CH:5]=[CH:4][C:3]([N+:12]([O-:14])=[O:13])=[C:2]([CH3:1])[CH:7]=1)([CH3:10])[CH3:16]. Given the reactants [CH3:1][C:2]1[CH:7]=[C:6]([O:8][CH2:9][CH2:10]C)[CH:5]=[CH:4][C:3]=1[N+:12]([O-:14])=[O:13].Br[CH:16](C)C, predict the reaction product. (8) The product is: [F:1][C:2]1[CH:3]=[C:4]2[N:10]([C:22]3[N:27]=[C:26]([NH2:28])[C:25]([N+:29]([O-:31])=[O:30])=[CH:24][CH:23]=3)[N:9]=[C:8]([CH2:11][C:12]3[CH:17]=[CH:16][CH:15]=[CH:14][C:13]=3[F:18])[C:5]2=[N:6][CH:7]=1. Given the reactants [F:1][C:2]1[CH:3]=[C:4]2[NH:10][N:9]=[C:8]([CH2:11][C:12]3[CH:17]=[CH:16][CH:15]=[CH:14][C:13]=3[F:18])[C:5]2=[N:6][CH:7]=1.[H-].[Na+].Cl[C:22]1[N:27]=[C:26]([NH2:28])[C:25]([N+:29]([O-:31])=[O:30])=[CH:24][CH:23]=1.O, predict the reaction product. (9) The product is: [CH2:1]([O:3][C:4]([CH:6]1[CH2:11][N:10]2[C:12]([CH3:16])=[C:13]([CH3:15])[N:14]=[C:9]2[CH:8]([OH:17])[CH2:7]1)=[O:5])[CH3:2]. Given the reactants [CH2:1]([O:3][C:4]([CH:6]1[CH2:11][N:10]2[C:12]([CH3:16])=[C:13]([CH3:15])[N:14]=[C:9]2[C:8](=[O:17])[CH2:7]1)=[O:5])[CH3:2].C(OC1C2N(C(C)=C(C)N=2)C=C(C(OCC)=O)C=1)C1C=CC=CC=1, predict the reaction product. (10) Given the reactants [O:1]([C:8]1[CH:13]=[CH:12][CH:11]=[CH:10][C:9]=1[NH:14][S:15]([C:18]1[CH:30]=[CH:29][C:21]([C:22]([NH:24][CH2:25][C:26]([OH:28])=O)=[O:23])=[CH:20][CH:19]=1)(=[O:17])=[O:16])[C:2]1[CH:7]=[CH:6][CH:5]=[CH:4][CH:3]=1.[NH2:31][C:32]1[CH:37]=[CH:36][C:35]([CH2:38][C:39]#[N:40])=[CH:34][CH:33]=1, predict the reaction product. The product is: [C:39]([CH2:38][C:35]1[CH:36]=[CH:37][C:32]([NH:31][C:26]([CH2:25][NH:24][C:22](=[O:23])[C:21]2[CH:20]=[CH:19][C:18]([S:15](=[O:16])(=[O:17])[NH:14][C:9]3[CH:10]=[CH:11][CH:12]=[CH:13][C:8]=3[O:1][C:2]3[CH:3]=[CH:4][CH:5]=[CH:6][CH:7]=3)=[CH:30][CH:29]=2)=[O:28])=[CH:33][CH:34]=1)#[N:40].